This data is from NCI-60 drug combinations with 297,098 pairs across 59 cell lines. The task is: Regression. Given two drug SMILES strings and cell line genomic features, predict the synergy score measuring deviation from expected non-interaction effect. (1) Synergy scores: CSS=7.98, Synergy_ZIP=-14.4, Synergy_Bliss=-23.5, Synergy_Loewe=-26.0, Synergy_HSA=-22.6. Cell line: MDA-MB-435. Drug 2: C1=NC2=C(N1)C(=S)N=CN2. Drug 1: C1=CC(=C2C(=C1NCCNCCO)C(=O)C3=C(C=CC(=C3C2=O)O)O)NCCNCCO. (2) Drug 1: CC1=C2C(C(=O)C3(C(CC4C(C3C(C(C2(C)C)(CC1OC(=O)C(C(C5=CC=CC=C5)NC(=O)C6=CC=CC=C6)O)O)OC(=O)C7=CC=CC=C7)(CO4)OC(=O)C)O)C)OC(=O)C. Drug 2: CN(C(=O)NC(C=O)C(C(C(CO)O)O)O)N=O. Cell line: OVCAR-5. Synergy scores: CSS=64.8, Synergy_ZIP=19.7, Synergy_Bliss=17.0, Synergy_Loewe=-51.4, Synergy_HSA=15.4. (3) Drug 1: C1=CC(=CC=C1CCCC(=O)O)N(CCCl)CCCl. Drug 2: C1CN1P(=S)(N2CC2)N3CC3. Cell line: MALME-3M. Synergy scores: CSS=7.52, Synergy_ZIP=-7.57, Synergy_Bliss=-7.31, Synergy_Loewe=-6.69, Synergy_HSA=-5.46. (4) Cell line: NCIH23. Drug 2: CNC(=O)C1=NC=CC(=C1)OC2=CC=C(C=C2)NC(=O)NC3=CC(=C(C=C3)Cl)C(F)(F)F. Synergy scores: CSS=75.2, Synergy_ZIP=-3.10, Synergy_Bliss=-4.26, Synergy_Loewe=-4.82, Synergy_HSA=1.24. Drug 1: CC1C(C(CC(O1)OC2CC(CC3=C2C(=C4C(=C3O)C(=O)C5=C(C4=O)C(=CC=C5)OC)O)(C(=O)CO)O)N)O.